This data is from Forward reaction prediction with 1.9M reactions from USPTO patents (1976-2016). The task is: Predict the product of the given reaction. (1) Given the reactants [Cl:1][C:2]1[CH:3]=[C:4]([C:8]2[N:13]=[C:12]([O:14][C:15]3[CH:20]=[CH:19][C:18]([CH2:21][C:22]([O:24]C)=O)=[CH:17][CH:16]=3)[CH:11]=[C:10]([CH2:26][CH3:27])[N:9]=2)[CH:5]=[CH:6][CH:7]=1.[NH3:28], predict the reaction product. The product is: [Cl:1][C:2]1[CH:3]=[C:4]([C:8]2[N:13]=[C:12]([O:14][C:15]3[CH:20]=[CH:19][C:18]([CH2:21][C:22]([NH2:28])=[O:24])=[CH:17][CH:16]=3)[CH:11]=[C:10]([CH2:26][CH3:27])[N:9]=2)[CH:5]=[CH:6][CH:7]=1. (2) Given the reactants [NH2:1][C:2]1[CH:16]=[CH:15][C:5]([CH2:6][CH2:7][PH:8](=[O:14])[O:9][CH2:10][CH2:11][O:12][CH3:13])=[CH:4][C:3]=1[O:17][CH3:18].Cl[C:20]1[N:25]=[C:24]([NH:26][C:27]2[CH:36]=[CH:35][CH:34]=[CH:33][C:28]=2[C:29]([NH:31][CH3:32])=[O:30])[C:23]([C:37]([F:40])([F:39])[F:38])=[CH:22][N:21]=1, predict the reaction product. The product is: [CH3:18][O:17][C:3]1[CH:4]=[C:5]([CH:15]=[CH:16][C:2]=1[NH:1][C:20]1[N:25]=[C:24]([NH:26][C:27]2[CH:36]=[CH:35][CH:34]=[CH:33][C:28]=2[C:29](=[O:30])[NH:31][CH3:32])[C:23]([C:37]([F:40])([F:38])[F:39])=[CH:22][N:21]=1)[CH2:6][CH2:7][PH:8](=[O:14])[O:9][CH2:10][CH2:11][O:12][CH3:13].